This data is from Reaction yield outcomes from USPTO patents with 853,638 reactions. The task is: Predict the reaction yield, written as a fraction of the theoretical maximum amount of product (1.0 means a 100% yield; for example, 0.34 means a 34% yield). (1) The reactants are [CH:1]([N:4]1[CH2:9][CH2:8][N:7]([C:10]([C:12]2[CH:13]=[C:14]3[C:18](=[CH:19][CH:20]=2)[NH:17][C:16]([C:21]([N:23]2[CH2:28][CH2:27][N:26](S(C)(=O)=O)[CH2:25][CH2:24]2)=[O:22])=[CH:15]3)=[O:11])[CH2:6][CH2:5]1)([CH3:3])[CH3:2].N1([C:39]([N:41]2[CH2:46][CH2:45][CH2:44][CH2:43][CH2:42]2)=[O:40])CCNCC1. No catalyst specified. The product is [CH:1]([N:4]1[CH2:9][CH2:8][N:7]([C:10]([C:12]2[CH:13]=[C:14]3[C:18](=[CH:19][CH:20]=2)[NH:17][C:16]([C:21]([N:23]2[CH2:28][CH2:27][N:26]([C:39]([N:41]4[CH2:46][CH2:45][CH2:44][CH2:43][CH2:42]4)=[O:40])[CH2:25][CH2:24]2)=[O:22])=[CH:15]3)=[O:11])[CH2:6][CH2:5]1)([CH3:3])[CH3:2]. The yield is 0.950. (2) The catalyst is C1(C)C=CC=CC=1. The reactants are [CH3:1][O:2][C:3]1[CH:8]=[CH:7][C:6]([CH:9]([C:11]2[CH:16]=[CH:15][C:14]([O:17][CH3:18])=[CH:13][CH:12]=2)O)=[CH:5][CH:4]=1.N1C=CC=CC=1.P(Br)(Br)[Br:26]. The yield is 0.310. The product is [Br:26][CH:9]([C:11]1[CH:16]=[CH:15][C:14]([O:17][CH3:18])=[CH:13][CH:12]=1)[C:6]1[CH:7]=[CH:8][C:3]([O:2][CH3:1])=[CH:4][CH:5]=1. (3) The reactants are Cl.C(OC(=O)NC)(C)(C)C.O1[C:15]2([CH2:20][CH2:19][N:18]([S:21]([C:24]3([CH2:27][C:28]4[C:33]([CH3:34])=[CH:32][C:31]([NH:35][CH3:36])=[CH:30][C:29]=4[CH3:37])[CH2:26][CH2:25]3)(=[O:23])=[O:22])[CH2:17][CH2:16]2)[O:14]CC1.[OH-].[Na+]. The catalyst is CCO. The product is [CH3:37][C:29]1[CH:30]=[C:31]([NH:35][CH3:36])[CH:32]=[C:33]([CH3:34])[C:28]=1[CH2:27][C:24]1([S:21]([N:18]2[CH2:17][CH2:16][C:15](=[O:14])[CH2:20][CH2:19]2)(=[O:23])=[O:22])[CH2:26][CH2:25]1. The yield is 0.990. (4) The catalyst is CO.[Pd]. The yield is 0.660. The reactants are [F:1][C:2]1[C:3]([NH:21][C:22]2[CH:26]=[C:25]([O:27][CH:28]([CH3:30])[CH3:29])[NH:24][N:23]=2)=[N:4][C:5]([NH:10][C@H:11]([C:14]2[CH:19]=[CH:18][C:17]([F:20])=[CH:16][CH:15]=2)[CH2:12][OH:13])=[C:6]([CH:9]=1)[C:7]#[N:8].Cl.N#N. The product is [NH2:8][CH2:7][C:6]1[C:5]([NH:10][C@H:11]([C:14]2[CH:19]=[CH:18][C:17]([F:20])=[CH:16][CH:15]=2)[CH2:12][OH:13])=[N:4][C:3]([NH:21][C:22]2[CH:26]=[C:25]([O:27][CH:28]([CH3:30])[CH3:29])[NH:24][N:23]=2)=[C:2]([F:1])[CH:9]=1. (5) The reactants are [CH3:1][C:2]1[O:6][C:5]([C:7]([O:9]C)=[O:8])=[CH:4][C:3]=1[C:11]1[N:15]([CH3:16])[N:14]=[CH:13][CH:12]=1.[OH-].[Na+]. The catalyst is O1CCCC1. The product is [CH3:1][C:2]1[O:6][C:5]([C:7]([OH:9])=[O:8])=[CH:4][C:3]=1[C:11]1[N:15]([CH3:16])[N:14]=[CH:13][CH:12]=1. The yield is 0.630. (6) The reactants are [CH2:1]([CH:8]([C:12](=[O:14])[CH3:13])[C:9](=[O:11])[CH3:10])[C:2]1[CH:7]=[CH:6][CH:5]=[CH:4][CH:3]=1.[CH:15](=O)[C:16]1[CH:21]=[CH:20][CH:19]=[CH:18][CH:17]=1.B(OCCCC)(OCCCC)O[CH2:25][CH2:26][CH2:27]C.[CH2:39](N)[CH2:40][CH2:41][CH3:42].Cl. The catalyst is C(OCC)(=O)C. The product is [CH2:1]([CH:8]([C:9](=[O:11])[CH:10]=[CH:42][C:41]1[CH:27]=[CH:26][CH:25]=[CH:39][CH:40]=1)[C:12](=[O:14])[CH:13]=[CH:15][C:16]1[CH:21]=[CH:20][CH:19]=[CH:18][CH:17]=1)[C:2]1[CH:7]=[CH:6][CH:5]=[CH:4][CH:3]=1. The yield is 0.630. (7) The reactants are [C:1]([O:5][C:6](=[O:15])[NH:7][C:8]1([CH:13]=[O:14])[CH2:10][CH:9]1[CH:11]=[CH2:12])([CH3:4])([CH3:3])[CH3:2].[C:16]([N+:20]#[C-:21])([CH3:19])([CH3:18])[CH3:17].N1C=CC=CC=1.FC(F)(F)C(O)=[O:31]. The catalyst is ClCCl.C(OCC)(=O)C.CCCCCC.C(OCC)(=O)C. The product is [C:1]([O:5][C:6](=[O:15])[NH:7][C:8]1([CH:13]([C:21](=[O:31])[NH:20][C:16]([CH3:19])([CH3:18])[CH3:17])[OH:14])[CH2:10][CH:9]1[CH:11]=[CH2:12])([CH3:4])([CH3:2])[CH3:3]. The yield is 0.340. (8) The yield is 0.520. The reactants are [CH3:1][S-:2].[Na+].O1CCCC1.[CH:9]([O:12][N:13]=[C:14]([N:26]1[CH:30]=[N:29][CH:28]=[N:27]1)[C:15](=[N:21][O:22][CH:23]([CH3:25])[CH3:24])N1C=NC=N1)([CH3:11])[CH3:10]. The catalyst is O. The product is [CH3:1][S:2][C:15](=[N:21][O:22][CH:23]([CH3:25])[CH3:24])[C:14]([N:26]1[CH:30]=[N:29][CH:28]=[N:27]1)=[N:13][O:12][CH:9]([CH3:11])[CH3:10].